From a dataset of Forward reaction prediction with 1.9M reactions from USPTO patents (1976-2016). Predict the product of the given reaction. (1) Given the reactants CC1(C)C(C)(C)OB([C:9]2[CH:10]=[C:11]3[C:15](=[CH:16][CH:17]=2)[NH:14][C:13](=[O:18])[CH2:12]3)O1.Br[C:21]1[S:22][C:23]([C:26]2[CH:31]=[CH:30][CH:29]=[CH:28][CH:27]=2)=[N:24][N:25]=1.C(=O)([O-])[O-].[K+].[K+], predict the reaction product. The product is: [C:26]1([C:23]2[S:22][C:21]([C:9]3[CH:10]=[C:11]4[C:15](=[CH:16][CH:17]=3)[NH:14][C:13](=[O:18])[CH2:12]4)=[N:25][N:24]=2)[CH:27]=[CH:28][CH:29]=[CH:30][CH:31]=1. (2) The product is: [Cl:1][C:2]1[C:7]([C:8]([O:10][CH3:17])=[O:9])=[CH:6][CH:5]=[C:4]([O:11][CH3:12])[N:3]=1. Given the reactants [Cl:1][C:2]1[C:7]([C:8]([OH:10])=[O:9])=[CH:6][CH:5]=[C:4]([O:11][CH3:12])[N:3]=1.O=S(Cl)Cl.[C:17](=O)([O-])[O-].[Na+].[Na+], predict the reaction product. (3) Given the reactants [OH-].[Na+].[CH2:3]([NH:10][CH2:11][CH2:12][OH:13])[C:4]1[CH:9]=[CH:8][CH:7]=[CH:6][CH:5]=1.Cl[CH2:15][C:16](Cl)=[O:17].Cl.[Cl:20][CH2:21]Cl, predict the reaction product. The product is: [CH2:3]([N:10]([CH2:11][CH2:12][OH:13])[C:16](=[O:17])[CH2:15][CH2:21][Cl:20])[C:4]1[CH:9]=[CH:8][CH:7]=[CH:6][CH:5]=1.